Dataset: Catalyst prediction with 721,799 reactions and 888 catalyst types from USPTO. Task: Predict which catalyst facilitates the given reaction. (1) Reactant: [CH:1]1[C:9]2[C:8]3[CH:10]=[CH:11][CH:12]=[CH:13][C:7]=3[S:6][C:5]=2[C:4]([C:14]2[CH:19]=[CH:18][CH:17]=[C:16]([C:20]3[CH:25]=[CH:24][CH:23]=[C:22]([O:26]C)[CH:21]=3)[N:15]=2)=[CH:3][CH:2]=1.B(Br)(Br)Br. Product: [CH:1]1[C:9]2[C:8]3[CH:10]=[CH:11][CH:12]=[CH:13][C:7]=3[S:6][C:5]=2[C:4]([C:14]2[N:15]=[C:16]([C:20]3[CH:21]=[C:22]([OH:26])[CH:23]=[CH:24][CH:25]=3)[CH:17]=[CH:18][CH:19]=2)=[CH:3][CH:2]=1. The catalyst class is: 4. (2) Reactant: C(N(CC)CC)C.[C:8]([NH:15][C@H:16]([C:24]([OH:26])=O)[CH2:17][C:18]1[CH:23]=[CH:22][CH:21]=[CH:20][CH:19]=1)([O:10][C:11]([CH3:14])([CH3:13])[CH3:12])=[O:9].Cl.[CH3:28][NH:29][O:30][CH3:31].CCN=C=NCCCN(C)C. Product: [CH3:31][O:30][N:29]([CH3:28])[C:24](=[O:26])[C@@H:16]([NH:15][C:8](=[O:9])[O:10][C:11]([CH3:12])([CH3:13])[CH3:14])[CH2:17][C:18]1[CH:19]=[CH:20][CH:21]=[CH:22][CH:23]=1. The catalyst class is: 2.